This data is from Catalyst prediction with 721,799 reactions and 888 catalyst types from USPTO. The task is: Predict which catalyst facilitates the given reaction. (1) Reactant: Cl.Cl.[NH2:3][C:4]1[CH:9]=[C:8]([NH2:10])[CH:7]=[CH:6][C:5]=1[OH:11].[C:12](O)(=O)[C:13]1[CH:18]=[CH:17][CH:16]=[CH:15][CH:14]=1. Product: [C:13]1([C:12]2[O:11][C:5]3[CH:6]=[CH:7][C:8]([NH2:10])=[CH:9][C:4]=3[N:3]=2)[CH:18]=[CH:17][CH:16]=[CH:15][CH:14]=1. The catalyst class is: 6. (2) Reactant: [C:1]([C:4]1[C:12]2[C:7](=[CH:8][CH:9]=[CH:10][CH:11]=2)[N:6]([CH2:13][C:14]([O:16]C(C)(C)C)=[O:15])[N:5]=1)(=[O:3])[NH2:2].C(O)(C(F)(F)F)=O. Product: [C:1]([C:4]1[C:12]2[C:7](=[CH:8][CH:9]=[CH:10][CH:11]=2)[N:6]([CH2:13][C:14]([OH:16])=[O:15])[N:5]=1)(=[O:3])[NH2:2]. The catalyst class is: 2. (3) Reactant: C(OC([NH:8][C@@H:9]([CH2:31][O:32][CH:33]([F:35])[F:34])[C:10]([NH:12][C@@H:13]([CH2:24][C:25]1[CH:30]=[CH:29][CH:28]=[CH:27][CH:26]=1)[C:14]([O:16][CH2:17][C:18]1[CH:23]=[CH:22][CH:21]=[CH:20][CH:19]=1)=[O:15])=[O:11])=O)(C)(C)C.[ClH:36]. Product: [ClH:36].[NH2:8][C@@H:9]([CH2:31][O:32][CH:33]([F:34])[F:35])[C:10]([NH:12][C@@H:13]([CH2:24][C:25]1[CH:26]=[CH:27][CH:28]=[CH:29][CH:30]=1)[C:14]([O:16][CH2:17][C:18]1[CH:23]=[CH:22][CH:21]=[CH:20][CH:19]=1)=[O:15])=[O:11]. The catalyst class is: 27.